From a dataset of Peptide-MHC class II binding affinity with 134,281 pairs from IEDB. Regression. Given a peptide amino acid sequence and an MHC pseudo amino acid sequence, predict their binding affinity value. This is MHC class II binding data. (1) The peptide sequence is SAQNISGAGWSGMAE. The MHC is HLA-DPA10103-DPB10201 with pseudo-sequence HLA-DPA10103-DPB10201. The binding affinity (normalized) is 0.327. (2) The peptide sequence is FVNQHLCGSHLVEALYLV. The MHC is DRB1_0405 with pseudo-sequence DRB1_0405. The binding affinity (normalized) is 0. (3) The peptide sequence is ITEADLDDEQEILNY. The MHC is DRB1_1101 with pseudo-sequence DRB1_1101. The binding affinity (normalized) is 0.171. (4) The peptide sequence is TFHVEKGSNPNYLALLVKYVNGDGD. The MHC is DRB1_1001 with pseudo-sequence DRB1_1001. The binding affinity (normalized) is 0.761. (5) The peptide sequence is PDAEKIVAAVIEKKL. The MHC is HLA-DPA10201-DPB11401 with pseudo-sequence HLA-DPA10201-DPB11401. The binding affinity (normalized) is 0.539. (6) The peptide sequence is LLKEFTVSGNILTIRLTAA. The MHC is HLA-DPA10201-DPB10101 with pseudo-sequence HLA-DPA10201-DPB10101. The binding affinity (normalized) is 0.914. (7) The peptide sequence is PEREVLVWKFDSRLAFHH. The MHC is DRB1_0401 with pseudo-sequence DRB1_0401. The binding affinity (normalized) is 0.627.